Dataset: Forward reaction prediction with 1.9M reactions from USPTO patents (1976-2016). Task: Predict the product of the given reaction. (1) Given the reactants [C:1]([C:3]1[C:4]([NH:8][C:9](=[O:15])[O:10][C:11]([CH3:14])([CH3:13])[CH3:12])=[CH:5][S:6][CH:7]=1)#[N:2].Cl.[NH2:17][OH:18].C(N(CC)CC)C, predict the reaction product. The product is: [NH2:2][C:1](=[N:17][OH:18])[C:3]1[C:4]([NH:8][C:9](=[O:15])[O:10][C:11]([CH3:12])([CH3:14])[CH3:13])=[CH:5][S:6][CH:7]=1. (2) Given the reactants [OH-].[K+].[C:3]1([CH:10]=[CH:9][C:7]([OH:8])=[CH:6][CH:5]=1)[OH:4].Br[CH2:12][CH2:13][CH:14]=[CH2:15], predict the reaction product. The product is: [CH2:15]([O:4][C:3]1[CH:10]=[CH:9][C:7]([OH:8])=[CH:6][CH:5]=1)[CH2:14][CH:13]=[CH2:12]. (3) Given the reactants [CH:1]1[C:10]2[C:5](=[CH:6][CH:7]=[CH:8][CH:9]=2)[CH:4]=[CH:3][C:2]=1[C:11]1[N:12]=[C:13]([NH:16][C:17]([C:19]2([C:22]([O:24]CC)=[O:23])[CH2:21][CH2:20]2)=[O:18])[S:14][CH:15]=1.[OH-].[Li+], predict the reaction product. The product is: [CH:1]1[C:10]2[C:5](=[CH:6][CH:7]=[CH:8][CH:9]=2)[CH:4]=[CH:3][C:2]=1[C:11]1[N:12]=[C:13]([NH:16][C:17]([C:19]2([C:22]([OH:24])=[O:23])[CH2:20][CH2:21]2)=[O:18])[S:14][CH:15]=1. (4) Given the reactants [NH2:1][C@@H:2]([C:8]([CH3:12])([CH3:11])[CH2:9][F:10])[C:3]([O:5]CC)=[O:4].Cl.[CH3:14][C:15]([O:18][C:19](O[C:19]([O:18][C:15]([CH3:17])([CH3:16])[CH3:14])=[O:20])=[O:20])([CH3:17])[CH3:16].[OH-].[Na+], predict the reaction product. The product is: [C:15]([O:18][C:19]([NH:1][C@@H:2]([C:8]([CH3:11])([CH3:12])[CH2:9][F:10])[C:3]([OH:5])=[O:4])=[O:20])([CH3:17])([CH3:16])[CH3:14]. (5) Given the reactants [F:1][C:2]1[CH:3]=[C:4]2[C:8](=[CH:9][CH:10]=1)[N:7]([CH2:11][C:12]1[C:21]3[C:16](=[CH:17][CH:18]=[CH:19][CH:20]=3)[CH:15]=[CH:14][CH:13]=1)[C:6]1[C:22](=[O:27])[O:23][C:24](=[O:26])[CH2:25][C:5]2=1.[CH:28]1([NH2:31])[CH2:30][CH2:29]1, predict the reaction product. The product is: [CH:28]1([NH:31][C:24]([CH2:25][C:5]2[C:4]3[C:8](=[CH:9][CH:10]=[C:2]([F:1])[CH:3]=3)[N:7]([CH2:11][C:12]3[C:21]4[C:16](=[CH:17][CH:18]=[CH:19][CH:20]=4)[CH:15]=[CH:14][CH:13]=3)[C:6]=2[C:22]([OH:23])=[O:27])=[O:26])[CH2:30][CH2:29]1.